This data is from Forward reaction prediction with 1.9M reactions from USPTO patents (1976-2016). The task is: Predict the product of the given reaction. (1) The product is: [C:1]([O:4][CH2:5][CH2:6][C:7]1[CH:12]=[CH:11][C:10]([NH:13][C:14]2[CH:19]=[C:18]([Cl:20])[C:17]([C:21]([F:22])([F:23])[F:24])=[CH:16][C:15]=2[NH:25][C:35](=[O:36])[CH2:34][CH2:33][CH2:32][C:29]2[CH:28]=[CH:27][N:26]=[CH:31][CH:30]=2)=[CH:9][CH:8]=1)(=[O:3])[CH3:2]. Given the reactants [C:1]([O:4][CH2:5][CH2:6][C:7]1[CH:12]=[CH:11][C:10]([NH:13][C:14]2[CH:19]=[C:18]([Cl:20])[C:17]([C:21]([F:24])([F:23])[F:22])=[CH:16][C:15]=2[NH2:25])=[CH:9][CH:8]=1)(=[O:3])[CH3:2].[N:26]1[CH:31]=[CH:30][C:29]([CH2:32][CH2:33][CH2:34][C:35](O)=[O:36])=[CH:28][CH:27]=1.CCN=C=NCCCN(C)C.O, predict the reaction product. (2) Given the reactants [O:1]=[CH:2][C@@H:3]([C@H:5]([C@@H:7]([C@@H:9]([CH2:11][OH:12])[OH:10])[OH:8])[OH:6])O.C(=O)(O)[O-].[NH4+].[NH2:18]C1C=C(C(O)=O)C(O)=CC=1.C(Cl)(Cl)Cl, predict the reaction product. The product is: [C@@H:11]1([NH2:18])[O:12][C@H:3]([CH2:2][OH:1])[C@@H:5]([OH:6])[C@H:7]([OH:8])[C@H:9]1[OH:10]. (3) Given the reactants C([NH:5][C:6]1[S:7][CH2:8][C:9]2([N:35]=1)[C:22]1[CH:21]=[C:20]([O:23][CH2:24][C:25]([CH3:28])([CH3:27])[CH3:26])[CH:19]=[CH:18][C:17]=1[O:16][C:15]1[C:10]2=[CH:11][C:12]([C:29]2[CH:30]=[N:31][CH:32]=[N:33][CH:34]=2)=[CH:13][CH:14]=1)(C)(C)C.Br, predict the reaction product. The product is: [CH2:24]([O:23][C:20]1[CH:19]=[CH:18][C:17]2[O:16][C:15]3[C:10](=[CH:11][C:12]([C:29]4[CH:30]=[N:31][CH:32]=[N:33][CH:34]=4)=[CH:13][CH:14]=3)[C@@:9]3([CH2:8][S:7][C:6]([NH2:5])=[N:35]3)[C:22]=2[CH:21]=1)[C:25]([CH3:28])([CH3:27])[CH3:26]. (4) Given the reactants [NH2:1][C:2]1[CH:3]=[C:4]([CH:16]=[CH:17][CH:18]=1)[O:5][C:6]1[CH:11]=[CH:10][N:9]=[C:8]([C:12]([NH:14][OH:15])=[NH:13])[CH:7]=1.O1CCOC[CH2:20]1.Cl.O, predict the reaction product. The product is: [O:15]1[CH:20]=[N:13][C:12]([C:8]2[CH:7]=[C:6]([O:5][C:4]3[CH:3]=[C:2]([NH2:1])[CH:18]=[CH:17][CH:16]=3)[CH:11]=[CH:10][N:9]=2)=[N:14]1. (5) Given the reactants Br[CH2:2][C:3]1[CH:4]=[CH:5][C:6]([F:9])=[N:7][CH:8]=1.[F:10][C:11]([F:22])([F:21])[C:12]([N:14]=[C:15]1[CH:20]=[CH:19][CH:18]=[CH:17][NH:16]1)=[O:13].C(=O)([O-])[O-].[K+].[K+], predict the reaction product. The product is: [F:9][C:6]1[N:7]=[CH:8][C:3]([CH2:2][N:16]2[CH:17]=[CH:18][CH:19]=[CH:20][C:15]2=[N:14][C:12](=[O:13])[C:11]([F:21])([F:22])[F:10])=[CH:4][CH:5]=1. (6) Given the reactants [Cl-].[C:2]([OH:8])(=O)[CH2:3][CH2:4][C:5]#[CH:6].[Cl:9][C:10]1[CH:11]=[C:12]([NH:16][CH3:17])[CH:13]=[CH:14][CH:15]=1, predict the reaction product. The product is: [Cl:9][C:10]1[CH:11]=[C:12]([N:16]([CH3:17])[C:2](=[O:8])[CH2:3][CH2:4][C:5]#[CH:6])[CH:13]=[CH:14][CH:15]=1.